This data is from Full USPTO retrosynthesis dataset with 1.9M reactions from patents (1976-2016). The task is: Predict the reactants needed to synthesize the given product. Given the product [CH2:25]([S:27]([C:30]1[CH:35]=[C:34]([C:2]2[CH:10]=[CH:9][C:8]([O:11][CH2:12][CH:13]3[CH2:18][CH2:17][N:16]([CH3:19])[CH2:15][CH2:14]3)=[C:7]3[C:3]=2[C:4]2[CH:23]=[C:22]([CH3:24])[CH:21]=[N:20][C:5]=2[NH:6]3)[CH:33]=[CH:32][CH:31]=1)(=[O:28])=[O:29])[CH3:26], predict the reactants needed to synthesize it. The reactants are: Cl[C:2]1[CH:10]=[CH:9][C:8]([O:11][CH2:12][CH:13]2[CH2:18][CH2:17][N:16]([CH3:19])[CH2:15][CH2:14]2)=[C:7]2[C:3]=1[C:4]1[CH:23]=[C:22]([CH3:24])[CH:21]=[N:20][C:5]=1[NH:6]2.[CH2:25]([S:27]([C:30]1[CH:31]=[C:32](B(O)O)[CH:33]=[CH:34][CH:35]=1)(=[O:29])=[O:28])[CH3:26].C1(P(C2CCCCC2)C2CCCCC2)CCCCC1.C([O-])([O-])=O.[Cs+].[Cs+].